Dataset: Forward reaction prediction with 1.9M reactions from USPTO patents (1976-2016). Task: Predict the product of the given reaction. (1) Given the reactants [NH:1]1[C:9]2[CH:8]=[CH:7][CH:6]=[C:5]([C:10]([OH:12])=[O:11])[C:4]=2[CH:3]=[N:2]1.[CH3:13][Si](C=[N+]=[N-])(C)C, predict the reaction product. The product is: [CH3:13][O:11][C:10]([C:5]1[C:4]2[CH:3]=[N:2][NH:1][C:9]=2[CH:8]=[CH:7][CH:6]=1)=[O:12]. (2) Given the reactants CC(OC([NH:8][C@@H:9]([C:13]([OH:15])=O)[C@@H:10]([CH3:12])[OH:11])=O)(C)C.C(N1CCOCC1)C.C1C=CC2N(O)N=NC=2C=1.C(Cl)CCl.Cl.[CH3:39][CH:40]([O:42][C:43]1[CH:50]=[CH:49][C:48]([C:51]2[O:55][N:54]=[C:53]([C:56]3[C:57]([CH3:66])=[C:58]4[C:63](=[CH:64][CH:65]=3)[CH2:62][NH:61][CH2:60][CH2:59]4)[N:52]=2)=[CH:47][C:44]=1[C:45]#[N:46])[CH3:41].FC(F)(F)C(O)=O, predict the reaction product. The product is: [NH2:8][C@@H:9]([C:13]([N:61]1[CH2:60][CH2:59][C:58]2[C:63](=[CH:64][CH:65]=[C:56]([C:53]3[N:52]=[C:51]([C:48]4[CH:49]=[CH:50][C:43]([O:42][CH:40]([CH3:41])[CH3:39])=[C:44]([CH:47]=4)[C:45]#[N:46])[O:55][N:54]=3)[C:57]=2[CH3:66])[CH2:62]1)=[O:15])[C@@H:10]([CH3:12])[OH:11].